Dataset: Reaction yield outcomes from USPTO patents with 853,638 reactions. Task: Predict the reaction yield, written as a fraction of the theoretical maximum amount of product (1.0 means a 100% yield; for example, 0.34 means a 34% yield). (1) The reactants are [Br-].[C:2]1(C([PH3+])(C2C=CC=CC=2)C2C=CC=CC=2)C=CC=CC=1.C([Li])CCC.[F:27][C:28]([F:42])([F:41])[C:29]1[CH:40]=[CH:39][C:32]2[CH:33](O)[O:34][CH:35]([CH:36]=[CH2:37])[C:31]=2[CH:30]=1. The catalyst is CCOCC.CCCCCC. The product is [F:27][C:28]([F:42])([F:41])[C:29]1[CH:40]=[CH:39][C:32]([CH:33]=[CH2:2])=[C:31]([CH:35]([OH:34])[CH:36]=[CH2:37])[CH:30]=1. The yield is 0.820. (2) The reactants are [C:1](/[C:3](=[C:5]1/[C:6]2[CH:35]=[CH:34][CH:33]=[CH:32][C:7]=2[O:8][CH2:9][C:10]2[CH:15]=[C:14]([CH2:16][N:17]3[C:21]4[CH:22]=[CH:23][CH:24]=[C:25]([C:26](O)=[O:27])[C:20]=4[N:19]=[C:18]3[CH2:29][CH2:30][CH3:31])[CH:13]=[CH:12][C:11]/1=2)/[CH3:4])#[N:2].[OH:36][CH:37]1[CH2:42][CH2:41][NH:40][CH2:39][CH2:38]1.C(N=C=NCCCN(C)C)C.ON1C2C=CC=CC=2N=N1.C(=O)([O-])O.[Na+]. The catalyst is CN(C=O)C. The product is [OH:36][CH:37]1[CH2:42][CH2:41][N:40]([C:26]([C:25]2[C:20]3[N:19]=[C:18]([CH2:29][CH2:30][CH3:31])[N:17]([CH2:16][C:14]4[CH:13]=[CH:12][C:11]5/[C:5](=[C:3](/[CH3:4])\[C:1]#[N:2])/[C:6]6[CH:35]=[CH:34][CH:33]=[CH:32][C:7]=6[O:8][CH2:9][C:10]=5[CH:15]=4)[C:21]=3[CH:22]=[CH:23][CH:24]=2)=[O:27])[CH2:39][CH2:38]1. The yield is 1.00.